From a dataset of Reaction yield outcomes from USPTO patents with 853,638 reactions. Predict the reaction yield, written as a fraction of the theoretical maximum amount of product (1.0 means a 100% yield; for example, 0.34 means a 34% yield). (1) The reactants are [I-].[CH3:2][P+](C1C=CC=CC=1)(C1C=CC=CC=1)C1C=CC=CC=1.[Li]CCCC.CCCCCC.[CH3:33][O:34][C:35]1[C:40]([CH:41]=O)=[CH:39][N:38]=[C:37]2[N:43]([CH2:46][O:47][CH2:48][CH2:49][Si:50]([CH3:53])([CH3:52])[CH3:51])[CH:44]=[CH:45][C:36]=12. The catalyst is C1COCC1. The product is [CH3:33][O:34][C:35]1[C:40]([CH:41]=[CH2:2])=[CH:39][N:38]=[C:37]2[N:43]([CH2:46][O:47][CH2:48][CH2:49][Si:50]([CH3:53])([CH3:52])[CH3:51])[CH:44]=[CH:45][C:36]=12. The yield is 0.760. (2) The reactants are [I:1][C:2]1[CH:3]=[C:4]2[C:8](=[CH:9][CH:10]=1)[NH:7][C:6](=[O:11])[C:5]2=O.[O:13]1[C:17]2[CH:18]=[CH:19][C:20]([CH2:22][CH2:23][C:24]([NH:26][C:27]3[CH:32]=[CH:31][C:30]([C:33]([NH:35][NH2:36])=[O:34])=[CH:29][CH:28]=3)=[O:25])=[CH:21][C:16]=2[O:15][CH2:14]1. The catalyst is C(O)(=O)C. The product is [O:13]1[C:17]2[CH:18]=[CH:19][C:20]([CH2:22][CH2:23][C:24]([NH:26][C:27]3[CH:32]=[CH:31][C:30]([C:33]([NH:35][N:36]=[C:5]4[C:4]5[C:8](=[CH:9][CH:10]=[C:2]([I:1])[CH:3]=5)[NH:7][C:6]4=[O:11])=[O:34])=[CH:29][CH:28]=3)=[O:25])=[CH:21][C:16]=2[O:15][CH2:14]1. The yield is 0.760. (3) The reactants are [C:1]([C:3]1[CH:4]=[C:5]([C:9]2[C:10]3[N:11]([C:22]([CH2:25][CH3:26])=[CH:23][CH:24]=3)[N:12]=[C:13]([C:19](O)=[O:20])[C:14]=2[S:15]([CH3:18])(=[O:17])=[O:16])[CH:6]=[CH:7][CH:8]=1)#[N:2].Cl.[CH3:28][N:29](C)[CH2:30]CCN=C=NCC.ON1C2C=CC=CC=2N=N1. The catalyst is CN(C)C=O. The product is [C:1]([C:3]1[CH:4]=[C:5]([C:9]2[C:10]3[N:11]([C:22]([CH2:25][CH3:26])=[CH:23][CH:24]=3)[N:12]=[C:13]([C:19]([N:29]([CH3:30])[CH3:28])=[O:20])[C:14]=2[S:15]([CH3:18])(=[O:16])=[O:17])[CH:6]=[CH:7][CH:8]=1)#[N:2]. The yield is 1.01. (4) The reactants are [BH4-].[Na+].[CH3:3][O:4][C:5]1[CH:10]=[CH:9][C:8]2[NH:11][CH:12]=[C:13]([CH:14]=[O:15])[C:7]=2[CH:6]=1. The catalyst is CO.C1COCC1.O.C(=O)([O-])[O-].[K+].[K+]. The product is [CH3:3][O:4][C:5]1[CH:6]=[C:7]2[C:8](=[CH:9][CH:10]=1)[NH:11][CH:12]=[C:13]2[CH2:14][OH:15]. The yield is 0.700. (5) The reactants are Br[C:2]1[N:10]([CH2:11][C:12]2[CH:17]=[CH:16][C:15]([Cl:18])=[CH:14][CH:13]=2)[C:9]2[C:8](=[O:19])[N:7]([CH2:20][CH2:21][CH2:22][O:23][CH:24]3[CH2:29][CH2:28][CH2:27][CH2:26][O:25]3)[C:6](=[O:30])[N:5]([CH3:31])[C:4]=2[N:3]=1.O.O.O.O.O.O.O.O.O.[S-2:41].[Na+].[Na+]. The catalyst is CN(C=O)C.C(OCC)(=O)C.O. The product is [Cl:18][C:15]1[CH:16]=[CH:17][C:12]([CH2:11][N:10]2[C:9]3[C:8](=[O:19])[N:7]([CH2:20][CH2:21][CH2:22][O:23][CH:24]4[CH2:29][CH2:28][CH2:27][CH2:26][O:25]4)[C:6](=[O:30])[N:5]([CH3:31])[C:4]=3[N:3]=[C:2]2[SH:41])=[CH:13][CH:14]=1. The yield is 0.634. (6) The reactants are [CH3:1][O:2][CH:3](O)[CH3:4].C1(P(C2C=CC=CC=2)C2C=CC=CC=2)C=CC=CC=1.[OH:25][C:26]1[CH:35]=[CH:34][C:29]([C:30]([O:32][CH3:33])=[O:31])=[CH:28][CH:27]=1.N(C(OC(C)C)=O)=NC(OC(C)C)=O.Cl. The catalyst is C1COCC1.O. The product is [CH3:1][O:2][CH2:3][CH2:4][O:25][C:26]1[CH:27]=[CH:28][C:29]([C:30]([O:32][CH3:33])=[O:31])=[CH:34][CH:35]=1. The yield is 0.980. (7) The reactants are [NH2:1][C:2]1[CH:10]=[C:9]([O:11][CH3:12])[CH:8]=[C:7]([O:13][CH3:14])[C:3]=1[C:4]([NH2:6])=[O:5].[CH3:15][O:16][C:17]1[CH:18]=[C:19]([CH:22]=[C:23]([O:25][CH3:26])[CH:24]=1)[CH:20]=O.COC1C=C(OC)C=C2C=1C(=O)NC(C1C=CC=CN=1)=N2. No catalyst specified. The product is [CH3:26][O:25][C:23]1[CH:22]=[C:19]([C:20]2[NH:6][C:4](=[O:5])[C:3]3[C:2](=[CH:10][C:9]([O:11][CH3:12])=[CH:8][C:7]=3[O:13][CH3:14])[N:1]=2)[CH:18]=[C:17]([O:16][CH3:15])[CH:24]=1. The yield is 0.460.